Dataset: Full USPTO retrosynthesis dataset with 1.9M reactions from patents (1976-2016). Task: Predict the reactants needed to synthesize the given product. (1) Given the product [NH2:8][C:5]1[N:6]=[CH:7][C:2]([N:19]2[CH:24]=[CH:23][C:22](=[O:25])[CH:21]=[CH:20]2)=[N:3][C:4]=1[C:9]1[NH:13][C:12]2[CH:14]=[C:15]([CH3:18])[CH:16]=[CH:17][C:11]=2[N:10]=1, predict the reactants needed to synthesize it. The reactants are: Br[C:2]1[N:3]=[C:4]([C:9]2[NH:13][C:12]3[CH:14]=[C:15]([CH3:18])[CH:16]=[CH:17][C:11]=3[N:10]=2)[C:5]([NH2:8])=[N:6][CH:7]=1.[NH:19]1[CH:24]=[CH:23][C:22](=[O:25])[CH:21]=[CH:20]1.C(=O)([O-])[O-].[Cs+].[Cs+]. (2) Given the product [CH2:12]([C:14]1[CH:20]=[CH:19][CH:18]=[C:17]([CH2:21][CH3:22])[C:15]=1[NH:16][C:2]1[CH:7]=[CH:6][CH:5]=[CH:4][C:3]=1[CH2:8][C:9]([OH:11])=[O:10])[CH3:13], predict the reactants needed to synthesize it. The reactants are: Br[C:2]1[CH:7]=[CH:6][CH:5]=[CH:4][C:3]=1[CH2:8][C:9]([OH:11])=[O:10].[CH2:12]([C:14]1[CH:20]=[CH:19][CH:18]=[C:17]([CH2:21][CH3:22])[C:15]=1[NH2:16])[CH3:13]. (3) The reactants are: C[N:2]1[CH2:7][CH2:6][C@@H:5]([CH2:8][CH2:9][CH:10]([OH:23])[C:11]2[C:20]3[C:15](=[CH:16][CH:17]=[C:18]([O:21][CH3:22])[CH:19]=3)[N:14]=[CH:13][CH:12]=2)[C@@H:4]([C:24]([OH:26])=[O:25])[CH2:3]1.CO.[Li+].[OH-]. Given the product [OH:23][CH:10]([C:11]1[C:20]2[C:15](=[CH:16][CH:17]=[C:18]([O:21][CH3:22])[CH:19]=2)[N:14]=[CH:13][CH:12]=1)[CH2:9][CH2:8][C@@H:5]1[CH2:6][CH2:7][NH:2][CH2:3][C@@H:4]1[C:24]([OH:26])=[O:25], predict the reactants needed to synthesize it.